Dataset: Full USPTO retrosynthesis dataset with 1.9M reactions from patents (1976-2016). Task: Predict the reactants needed to synthesize the given product. (1) Given the product [C:47]([C:46]([CH3:51])([CH3:50])[CH2:45][C:44]([O:43][C@H:30]1[CH2:29][CH2:28][C@@:27]2([CH3:53])[C@@H:32]([CH2:33][CH2:34][C@:35]3([CH3:40])[C@@H:26]2[CH2:25][CH2:24][C@H:23]2[C@@:36]3([CH3:39])[CH2:37][CH2:38][C@@:21]3([C:19]([NH:18][CH2:17][CH2:16][CH:10]([OH:11])[CH2:9][CH:8]([OH:13])[CH2:7][C:6]([OH:60])=[O:5])=[O:20])[CH2:56][CH2:55][C@@H:54]([C:57]([CH3:59])=[CH2:58])[C@@H:22]32)[C:31]1([CH3:42])[CH3:41])=[O:52])([OH:49])=[O:48], predict the reactants needed to synthesize it. The reactants are: C([O:5][C:6](=[O:60])[CH2:7][CH:8]1[O:13]C(C)(C)[O:11][CH:10]([CH2:16][CH2:17][NH:18][C:19]([C@:21]23[CH2:56][CH2:55][C@@H:54]([C:57]([CH3:59])=[CH2:58])[C@@H:22]2[C@@H:23]2[C@@:36]([CH3:39])([CH2:37][CH2:38]3)[C@@:35]3([CH3:40])[C@@H:26]([C@:27]4([CH3:53])[C@@H:32]([CH2:33][CH2:34]3)[C:31]([CH3:42])([CH3:41])[C@@H:30]([O:43][C:44](=[O:52])[CH2:45][C:46]([CH3:51])([CH3:50])[C:47]([OH:49])=[O:48])[CH2:29][CH2:28]4)[CH2:25][CH2:24]2)=[O:20])[CH2:9]1)(C)(C)C.Cl. (2) Given the product [N:20]1[CH:25]=[CH:24][CH:23]=[CH:22][C:21]=1[CH2:26][CH2:27][NH:28][C:3]1[S:4]/[C:5](=[CH:9]\[C:10]2[CH:11]=[C:12]3[C:17](=[CH:18][CH:19]=2)[N:16]=[CH:15][CH:14]=[CH:13]3)/[C:6](=[O:8])[N:7]=1, predict the reactants needed to synthesize it. The reactants are: CS[C:3]1[S:4]/[C:5](=[CH:9]\[C:10]2[CH:11]=[C:12]3[C:17](=[CH:18][CH:19]=2)[N:16]=[CH:15][CH:14]=[CH:13]3)/[C:6](=[O:8])[N:7]=1.[N:20]1[CH:25]=[CH:24][CH:23]=[CH:22][C:21]=1[CH2:26][CH2:27][NH2:28].CCN(C(C)C)C(C)C. (3) Given the product [Cl:8][C:6]1[N:5]=[N:4][C:3]([O:20][C:14]2[C:15]([CH3:19])=[CH:16][CH:17]=[CH:18][C:13]=2[CH:10]2[CH2:11][CH2:12]2)=[C:2]([OH:1])[CH:7]=1, predict the reactants needed to synthesize it. The reactants are: [OH:1][C:2]1[CH:7]=[C:6]([Cl:8])[N:5]=[N:4][C:3]=1Cl.[CH:10]1([C:13]2[CH:18]=[CH:17][CH:16]=[C:15]([CH3:19])[C:14]=2[OH:20])[CH2:12][CH2:11]1.C(C1C=CC=CC=1)(=O)C1C=CC=CC=1.[OH-].[K+].Cl. (4) Given the product [O:50]1[CH2:48][CH2:47][CH2:46][C@@H:45]1[CH2:44][NH:43][C:29]([C:26]1[N:27]=[N:28][C:23]([NH:22][C:20]([N:12]2[CH2:11][C:19]3[CH:18]=[CH:17][N:16]=[CH:15][C:14]=3[CH2:13]2)=[O:21])=[CH:24][CH:25]=1)=[O:31], predict the reactants needed to synthesize it. The reactants are: C1(CCCN)C=CC=CC=1.[CH2:11]1[C:19]2[CH:18]=[CH:17][N:16]=[CH:15][C:14]=2[CH2:13][N:12]1[C:20]([NH:22][C:23]1[N:28]=[N:27][C:26]([C:29]([OH:31])=O)=[CH:25][CH:24]=1)=[O:21].C1C2C(=CC=CC=2)CN1C([NH:43][C:44]1C=C[C:47]([C:48]([OH:50])=O)=[CH:46][CH:45]=1)=O. (5) Given the product [C:1]([OH:9])(=[O:8])[CH2:2][CH2:3][CH2:4][C:5]([OH:7])=[O:6].[C:20]1(=[O:25])[NH:19][C:23](=[O:24])[CH2:22][CH2:21]1, predict the reactants needed to synthesize it. The reactants are: [C:1]([O-:9])(=[O:8])[CH2:2][CH2:3][CH2:4][C:5]([O-:7])=[O:6].C1(=O)OC(=O)CCC1.O[N:19]1[C:23](=[O:24])[CH2:22][CH2:21][C:20]1=[O:25].C1(N=C=NC2CCCCC2)CCCCC1. (6) Given the product [F:1][C:2]1[CH:7]=[CH:6][C:5]([C@H:8]2[CH2:13][C@@H:12]([C:14]3[O:18][NH:17][C:16](=[O:19])[CH:15]=3)[CH2:11][CH2:10][NH:9]2)=[CH:4][CH:3]=1, predict the reactants needed to synthesize it. The reactants are: [F:1][C:2]1[CH:7]=[CH:6][C:5]([C@H:8]2[CH2:13][C@@H:12]([C:14]3[O:18][NH:17][C:16](=[O:19])[CH:15]=3)[CH2:11][CH2:10][N:9]2C(OC)=O)=[CH:4][CH:3]=1.Br. (7) The reactants are: Br[C:2]1[CH:7]=[CH:6][C:5]([C:8]2[O:9][C:10]([C:13]3[CH:18]=[CH:17][C:16]([C:19]([CH3:22])([CH3:21])[CH3:20])=[CH:15][CH:14]=3)=[N:11][N:12]=2)=[CH:4][CH:3]=1.[CH2:23]([Sn](CCCC)(CCCC)C=C)[CH2:24]CC. Given the product [C:19]([C:16]1[CH:17]=[CH:18][C:13]([C:10]2[O:9][C:8]([C:5]3[CH:6]=[CH:7][C:2]([CH:23]=[CH2:24])=[CH:3][CH:4]=3)=[N:12][N:11]=2)=[CH:14][CH:15]=1)([CH3:22])([CH3:21])[CH3:20], predict the reactants needed to synthesize it.